This data is from Forward reaction prediction with 1.9M reactions from USPTO patents (1976-2016). The task is: Predict the product of the given reaction. (1) Given the reactants [C:1]1([CH3:13])[CH:6]=[CH:5][C:4]([C:7]2[N:8]=[C:9]([NH2:12])[S:10][CH:11]=2)=[CH:3][CH:2]=1.[CH3:14][C:15]1[CH:23]=[CH:22][C:18]([C:19](Cl)=[O:20])=[CH:17][CH:16]=1.C(N(CC)CC)C, predict the reaction product. The product is: [CH3:14][C:15]1[CH:23]=[CH:22][C:18]([C:19]([NH:12][C:9]2[S:10][CH:11]=[C:7]([C:4]3[CH:3]=[CH:2][C:1]([CH3:13])=[CH:6][CH:5]=3)[N:8]=2)=[O:20])=[CH:17][CH:16]=1. (2) Given the reactants C[C:2]1[N:3]=[CH:4][C:5]([N:9]2[C@@H:16]3[C@@H:11]([CH2:12][CH2:13][NH:14][CH2:15]3)[CH2:10]2)=[N:6][C:7]=1C.[CH3:17]C1C=C(C)N=C(N2[C@@H]3[C@@H](CCNC3)C2)N=1.[N:33]1[N:34]([C:38]2[CH:46]=[CH:45][CH:44]=[CH:43][C:39]=2[C:40](O)=[O:41])[N:35]=[CH:36][CH:37]=1.S1C=CC=C1C1C=CC=CC=1C(O)=O, predict the reaction product. The product is: [CH3:17][C:4]1[C:5]([N:9]2[C@@H:16]3[C@@H:11]([CH2:12][CH2:13][N:14]([C:40]([C:39]4[CH:43]=[CH:44][CH:45]=[CH:46][C:38]=4[N:34]4[N:35]=[CH:36][CH:37]=[N:33]4)=[O:41])[CH2:15]3)[CH2:10]2)=[N:6][CH:7]=[CH:2][N:3]=1. (3) Given the reactants [F-].C([N+](CCCC)(CCCC)CCCC)CCC.[CH3:19][O:20][C:21](=[O:47])[C:22]1[CH:27]=[CH:26][C:25](Br)=[C:24]([S:29]([CH2:32][C:33]2[CH:38]=[CH:37][CH:36]=[CH:35][C:34]=2[O:39][Si](C(C)(C)C)(C)C)(=[O:31])=[O:30])[CH:23]=1, predict the reaction product. The product is: [CH3:19][O:20][C:21]([C:22]1[CH:27]=[CH:26][C:25]2[O:39][C:34]3[CH:35]=[CH:36][CH:37]=[CH:38][C:33]=3[CH2:32][S:29](=[O:31])(=[O:30])[C:24]=2[CH:23]=1)=[O:47]. (4) Given the reactants [CH3:1][O:2][C:3]1[CH:28]=[C:27]([CH2:29][O:30][C:31]2[C:35](/[CH:36]=[CH:37]/[C:38]3[N:39]=[C:40]([CH3:43])[S:41][CH:42]=3)=[CH:34][N:33]([C:44]3[CH:49]=[CH:48][CH:47]=[CH:46][CH:45]=3)[N:32]=2)[CH:26]=[CH:25][C:4]=1[O:5][CH2:6][C:7]1[N:8]=[C:9]([C:13]2[CH:18]=[CH:17][C:16]([CH2:19][C:20]([O:22]CC)=[O:21])=[CH:15][CH:14]=2)[O:10][C:11]=1[CH3:12].O1CCCC1.[OH-].[Na+].Cl, predict the reaction product. The product is: [CH3:1][O:2][C:3]1[CH:28]=[C:27]([CH2:29][O:30][C:31]2[C:35](/[CH:36]=[CH:37]/[C:38]3[N:39]=[C:40]([CH3:43])[S:41][CH:42]=3)=[CH:34][N:33]([C:44]3[CH:45]=[CH:46][CH:47]=[CH:48][CH:49]=3)[N:32]=2)[CH:26]=[CH:25][C:4]=1[O:5][CH2:6][C:7]1[N:8]=[C:9]([C:13]2[CH:18]=[CH:17][C:16]([CH2:19][C:20]([OH:22])=[O:21])=[CH:15][CH:14]=2)[O:10][C:11]=1[CH3:12]. (5) The product is: [F:1][CH:2]([F:23])[O:3][C:4]1[C:5]([O:21][CH3:22])=[C:6]([C:7]([C:10]2[CH:18]=[CH:17][CH:16]=[C:15]3[C:11]=2[CH2:12][CH2:13][C:14]3=[O:19])=[CH:8][CH:9]=1)[O:20][CH2:31][C:32]1[CH:33]=[CH:34][C:35]([S:38]([NH2:41])(=[O:40])=[O:39])=[CH:36][CH:37]=1. Given the reactants [F:1][CH:2]([F:23])[O:3][C:4]1[CH:9]=[CH:8][C:7]([C:10]2[CH:18]=[CH:17][CH:16]=[C:15]3[C:11]=2[CH2:12][CH2:13][C:14]3=[O:19])=[C:6]([OH:20])[C:5]=1[O:21][CH3:22].C(=O)([O-])[O-].[K+].[K+].Br[CH2:31][C:32]1[CH:37]=[CH:36][C:35]([S:38]([NH2:41])(=[O:40])=[O:39])=[CH:34][CH:33]=1, predict the reaction product. (6) Given the reactants [CH3:1][C@@H:2]([NH:6][C:7]1[N:15]=[C:14]2[C:10]([N:11]=[CH:12][N:13]2[CH:16]2[CH2:21][CH2:20][CH2:19][CH2:18][O:17]2)=[C:9]([NH2:22])[N:8]=1)[CH2:3][CH2:4][CH3:5].FC1N=C2C(N=CN2C2CCCCO2)=C(N)N=1.C[C@H](N)CCC, predict the reaction product. The product is: [CH3:1][C@H:2]([NH:6][C:7]1[N:15]=[C:14]2[C:10]([N:11]=[CH:12][N:13]2[CH:16]2[CH2:21][CH2:20][CH2:19][CH2:18][O:17]2)=[C:9]([NH2:22])[N:8]=1)[CH2:3][CH2:4][CH3:5].